This data is from Full USPTO retrosynthesis dataset with 1.9M reactions from patents (1976-2016). The task is: Predict the reactants needed to synthesize the given product. (1) Given the product [C:9]1([CH2:8][NH:15][CH2:16][CH:18]2[CH:23]([C:24]3[CH:25]=[CH:26][CH:27]=[CH:28][CH:29]=3)[CH2:22][CH2:21][CH2:20][NH:19]2)[CH:10]=[CH:11][CH:12]=[CH:13][CH:14]=1, predict the reactants needed to synthesize it. The reactants are: FC(F)(F)C([O-])=O.[CH2:8]([NH:15][C:16]([CH:18]1[CH:23]([C:24]2[CH:29]=[CH:28][CH:27]=[CH:26][CH:25]=2)[CH2:22][CH2:21][CH2:20][NH2+:19]1)=O)[C:9]1[CH:14]=[CH:13][CH:12]=[CH:11][CH:10]=1. (2) Given the product [F:41][C:30]1[CH:31]=[C:32]([C:33]2[C:34]([Cl:40])=[CH:35][CH:36]=[CH:37][C:38]=2[Cl:39])[C:26]2[O:25][CH:24]([CH2:23][NH2:20])[S:28][C:27]=2[CH:29]=1, predict the reactants needed to synthesize it. The reactants are: C1C=CC(P(C2C=CC=CC=2)C2C=CC=CC=2)=CC=1.[N:20]([CH2:23][CH:24]1[S:28][C:27]2[CH:29]=[C:30]([F:41])[CH:31]=[C:32]([C:33]3[C:38]([Cl:39])=[CH:37][CH:36]=[CH:35][C:34]=3[Cl:40])[C:26]=2[O:25]1)=[N+]=[N-].O.